Dataset: Reaction yield outcomes from USPTO patents with 853,638 reactions. Task: Predict the reaction yield, written as a fraction of the theoretical maximum amount of product (1.0 means a 100% yield; for example, 0.34 means a 34% yield). The reactants are [Cl:1][CH2:2][CH2:3][CH2:4][O:5][C:6]1[CH:11]=[CH:10][C:9]([C:12]2[S:13][C:14]3[CH2:15][NH:16][CH2:17][CH2:18][C:19]=3[N:20]=2)=[CH:8][CH:7]=1.C(N(CC)CC)C.[C:28](Cl)(=[O:30])[CH3:29].O. The catalyst is ClCCl. The product is [C:28]([N:16]1[CH2:17][CH2:18][C:19]2[N:20]=[C:12]([C:9]3[CH:8]=[CH:7][C:6]([O:5][CH2:4][CH2:3][CH2:2][Cl:1])=[CH:11][CH:10]=3)[S:13][C:14]=2[CH2:15]1)(=[O:30])[CH3:29]. The yield is 1.00.